Dataset: Catalyst prediction with 721,799 reactions and 888 catalyst types from USPTO. Task: Predict which catalyst facilitates the given reaction. (1) The catalyst class is: 359. Reactant: [F:1][C:2]([F:20])([F:19])[C:3]1[CH:8]=[CH:7][C:6]([C:9]2[CH:13]=[C:12]([CH2:14][CH2:15][CH2:16][CH2:17][OH:18])[O:11][N:10]=2)=[CH:5][CH:4]=1.O[C:22]1[CH:27]=[CH:26][CH:25]=[CH:24][C:23]=1[CH2:28][C:29]([O:31]C)=[O:30].C1(P(C2C=CC=CC=2)C2C=CC=CC=2)C=CC=CC=1.N(C(OCC)=O)=NC(OCC)=O. Product: [F:20][C:2]([F:1])([F:19])[C:3]1[CH:4]=[CH:5][C:6]([C:9]2[CH:13]=[C:12]([CH2:14][CH2:15][CH2:16][CH2:17][O:18][C:22]3[CH:27]=[CH:26][CH:25]=[CH:24][C:23]=3[CH2:28][C:29]([OH:31])=[O:30])[O:11][N:10]=2)=[CH:7][CH:8]=1. (2) Reactant: [Si:1]([O:8][C@H:9]([C@H:33]1[CH2:37][C@@H:36]([O:38][CH2:39][CH2:40][CH3:41])[CH2:35][N:34]1[C:42]([O:44][C:45]([CH3:48])([CH3:47])[CH3:46])=[O:43])[C@@H:10]([NH:20][C:21](=[O:32])[C:22]1[CH:27]=[CH:26][CH:25]=[C:24]([C:28]([O:30]C)=[O:29])[CH:23]=1)[CH2:11][C:12]1[CH:17]=[C:16]([F:18])[CH:15]=[C:14]([F:19])[CH:13]=1)([C:4]([CH3:7])([CH3:6])[CH3:5])([CH3:3])[CH3:2].[Li+].[OH-].C(OCC)C. Product: [C:45]([O:44][C:42]([N:34]1[CH2:35][C@H:36]([O:38][CH2:39][CH2:40][CH3:41])[CH2:37][C@@H:33]1[C@@H:9]([O:8][Si:1]([C:4]([CH3:5])([CH3:7])[CH3:6])([CH3:3])[CH3:2])[C@@H:10]([NH:20][C:21]([C:22]1[CH:23]=[C:24]([CH:25]=[CH:26][CH:27]=1)[C:28]([OH:30])=[O:29])=[O:32])[CH2:11][C:12]1[CH:17]=[C:16]([F:18])[CH:15]=[C:14]([F:19])[CH:13]=1)=[O:43])([CH3:48])([CH3:46])[CH3:47]. The catalyst class is: 24. (3) Reactant: [CH3:1][C:2]1[CH:6]=[CH:5][S:4][C:3]=1[CH:7]=[O:8].[Br:9]Br.O. Product: [Br:9][C:5]1[S:4][C:3]([CH:7]=[O:8])=[C:2]([CH3:1])[CH:6]=1. The catalyst class is: 22. (4) Reactant: [C:1]1([CH3:11])[CH:6]=[CH:5][C:4]([S:7](Cl)(=[O:9])=[O:8])=[CH:3][CH:2]=1.[NH2:12][C:13]1[CH:14]=[C:15]2[C:19](=[CH:20][CH:21]=1)[NH:18][CH:17]=[C:16]2[CH2:22][CH2:23][CH2:24][N:25]1[CH2:30][CH2:29][N:28]([C:31]2[C:36]([O:37][CH3:38])=[CH:35][N:34]=[CH:33][N:32]=2)[CH2:27][CH2:26]1.C(N(CC)CC)C.C(Cl)Cl.CO. Product: [CH3:11][C:1]1[CH:6]=[CH:5][C:4]([S:7]([NH:12][C:13]2[CH:14]=[C:15]3[C:19](=[CH:20][CH:21]=2)[NH:18][CH:17]=[C:16]3[CH2:22][CH2:23][CH2:24][N:25]2[CH2:30][CH2:29][N:28]([C:31]3[C:36]([O:37][CH3:38])=[CH:35][N:34]=[CH:33][N:32]=3)[CH2:27][CH2:26]2)(=[O:9])=[O:8])=[CH:3][CH:2]=1. The catalyst class is: 1.